From a dataset of Full USPTO retrosynthesis dataset with 1.9M reactions from patents (1976-2016). Predict the reactants needed to synthesize the given product. (1) Given the product [Cl:1][C:2]1[CH:3]=[CH:4][C:5]([CH2:12][N:13]2[CH:17]=[CH:16][CH:15]=[N:14]2)=[C:6]([S:8]([Cl:19])(=[O:10])=[O:9])[CH:7]=1, predict the reactants needed to synthesize it. The reactants are: [Cl:1][C:2]1[CH:3]=[CH:4][C:5]([CH2:12][N:13]2[CH:17]=[CH:16][CH:15]=[N:14]2)=[C:6]([S:8]([O-])(=[O:10])=[O:9])[CH:7]=1.[NH4+].[Cl:19]P(Cl)(Cl)(Cl)Cl.P(Cl)(Cl)(Cl)(Cl)Cl. (2) Given the product [CH2:23]([O:25][C:26]([C:28]1[CH:33]=[C:32]([C:2]2[CH:22]=[CH:21][CH:20]=[CH:19][C:3]=2[CH2:4][N:5]2[C:13]3[C:8](=[CH:9][C:10]([C:14]([OH:16])=[O:15])=[CH:11][CH:12]=3)[C:7]([CH3:17])=[C:6]2[CH3:18])[CH:31]=[CH:30][CH:29]=1)=[O:27])[CH3:24], predict the reactants needed to synthesize it. The reactants are: Br[C:2]1[CH:22]=[CH:21][CH:20]=[CH:19][C:3]=1[CH2:4][N:5]1[C:13]2[C:8](=[CH:9][C:10]([C:14]([OH:16])=[O:15])=[CH:11][CH:12]=2)[C:7]([CH3:17])=[C:6]1[CH3:18].[CH2:23]([O:25][C:26]([C:28]1[CH:29]=[C:30](B(O)O)[CH:31]=[CH:32][CH:33]=1)=[O:27])[CH3:24]. (3) Given the product [CH3:59][C:60]1[CH:68]=[CH:67][C:63]([C:64]([NH:34][C:35]2[CH:36]=[CH:37][C:38]([C:41]3[CH:49]=[C:48]4[C:44]([CH2:45][N:46]([C:51]5([C:55]([O:57][CH3:58])=[O:56])[CH2:52][CH2:53][CH2:54]5)[C:47]4=[O:50])=[CH:43][CH:42]=3)=[CH:39][CH:40]=2)=[O:65])=[CH:62][CH:61]=1, predict the reactants needed to synthesize it. The reactants are: C(NC1C=CC(C2C=C3C(CN([C@@H](C(C)C)C(OC)=O)C3=O)=CC=2)=CC=1)(=O)C1C=CC=CC=1.[NH2:34][C:35]1[CH:40]=[CH:39][C:38]([C:41]2[CH:49]=[C:48]3[C:44]([CH2:45][N:46]([C:51]4([C:55]([O:57][CH3:58])=[O:56])[CH2:54][CH2:53][CH2:52]4)[C:47]3=[O:50])=[CH:43][CH:42]=2)=[CH:37][CH:36]=1.[CH3:59][C:60]1[CH:68]=[CH:67][C:63]([C:64](Cl)=[O:65])=[CH:62][CH:61]=1. (4) Given the product [C:29]([C:28]1[CH:27]=[C:26]([CH:33]=[CH:32][CH:31]=1)[O:25][C@H:22]1[CH2:21][CH2:20][C@H:19]([NH:18][C:15](=[O:17])[CH2:14][CH2:13][CH2:12][C:4]2[NH:3][C:2](=[O:1])[C:11]3[C:6](=[CH:7][CH:8]=[CH:9][CH:10]=3)[N:5]=2)[CH2:24][CH2:23]1)#[N:30], predict the reactants needed to synthesize it. The reactants are: [O:1]=[C:2]1[C:11]2[C:6](=[CH:7][CH:8]=[CH:9][CH:10]=2)[N:5]=[C:4]([CH2:12][CH2:13][CH2:14][C:15]([OH:17])=O)[NH:3]1.[NH2:18][C@H:19]1[CH2:24][CH2:23][C@H:22]([O:25][C:26]2[CH:27]=[C:28]([CH:31]=[CH:32][CH:33]=2)[C:29]#[N:30])[CH2:21][CH2:20]1. (5) Given the product [C:1]1([C:32]2[CH:33]=[CH:34][CH:35]=[CH:36][CH:37]=2)[CH:6]=[CH:5][C:4]([C:7]2[N:12]=[C:11]3[C:13]([CH:28]4[CH2:30][CH2:29]4)=[C:14]([O:18][C@H:19]4[C@H:23]5[O:24][CH2:25][C@@H:26]([OH:27])[C@H:22]5[O:21][CH2:20]4)[NH:15][C:10]3=[CH:9][C:8]=2[Cl:31])=[CH:3][CH:2]=1, predict the reactants needed to synthesize it. The reactants are: [C:1]1([C:32]2[CH:37]=[CH:36][CH:35]=[CH:34][CH:33]=2)[CH:6]=[CH:5][C:4]([C:7]2[N:12]=[C:11]3[C:13]([CH:28]4[CH2:30][CH2:29]4)=[C:14]([O:18][C@H:19]4[C@H:23]5[O:24][CH2:25][C@@H:26]([OH:27])[C@H:22]5[O:21][CH2:20]4)[N:15](CO)[C:10]3=[CH:9][C:8]=2[Cl:31])=[CH:3][CH:2]=1.C(N)CN. (6) Given the product [N:27]1([CH2:26][CH2:25][N:21]2[C:22]3[C:18](=[CH:17][C:16]([NH:15][S:11]([C:1]4[C:10]5[C:5](=[CH:6][CH:7]=[CH:8][CH:9]=5)[CH:4]=[CH:3][CH:2]=4)(=[O:13])=[O:12])=[CH:24][CH:23]=3)[CH:19]=[CH:20]2)[CH2:31][CH2:30][CH2:29][CH2:28]1, predict the reactants needed to synthesize it. The reactants are: [C:1]1([S:11](Cl)(=[O:13])=[O:12])[C:10]2[C:5](=[CH:6][CH:7]=[CH:8][CH:9]=2)[CH:4]=[CH:3][CH:2]=1.[NH2:15][C:16]1[CH:17]=[C:18]2[C:22](=[CH:23][CH:24]=1)[N:21]([CH2:25][CH2:26][N:27]1[CH2:31][CH2:30][CH2:29][CH2:28]1)[CH:20]=[CH:19]2.C(=O)(O)[O-].[Na+]. (7) Given the product [C:1]([C:3]1[S:7][C:6]([C:8]([NH:35][CH2:36][C:37]2[N:38]=[CH:39][N:40]([C:42]3[CH:43]=[CH:44][C:45]([N:48]4[CH:53]=[CH:52][CH:51]=[CH:50][C:49]4=[O:54])=[CH:46][CH:47]=3)[CH:41]=2)=[O:10])=[CH:5][CH:4]=1)#[CH:2], predict the reactants needed to synthesize it. The reactants are: [C:1]([C:3]1[S:7][C:6]([C:8]([OH:10])=O)=[CH:5][CH:4]=1)#[CH:2].CN(C(ON1N=NC2C=CC=NC1=2)=[N+](C)C)C.F[P-](F)(F)(F)(F)F.[NH2:35][CH2:36][C:37]1[N:38]=[CH:39][N:40]([C:42]2[CH:47]=[CH:46][C:45]([N:48]3[CH:53]=[CH:52][CH:51]=[CH:50][C:49]3=[O:54])=[CH:44][CH:43]=2)[CH:41]=1. (8) Given the product [N:30]1[N:15]=[C:14]([C:13]2[CH:12]=[CH:11][C:10]([C:8]3[N:9]=[C:4]4[N:3]([CH2:19][CH2:20][N:21]5[CH2:22][CH2:23][CH2:24][CH2:25][CH2:26]5)[C:2](=[O:1])[NH:18][C:5]4=[N:6][CH:7]=3)=[CH:17][CH:16]=2)[NH:36][CH:31]=1, predict the reactants needed to synthesize it. The reactants are: [O:1]=[C:2]1[NH:18][C:5]2=[N:6][CH:7]=[C:8]([C:10]3[CH:17]=[CH:16][C:13]([C:14]#[N:15])=[CH:12][CH:11]=3)[N:9]=[C:4]2[N:3]1[CH2:19][CH2:20][N:21]1[CH2:26][CH2:25][CH2:24][CH2:23][CH2:22]1.BrC1N=C2N(CCN3CCCCC3)C(=O)[NH:36][C:31]2=[N:30]C=1.C(C1C=CC(B(O)O)=CC=1)#N.P([O-])([O-])([O-])=O.[K+].[K+].[K+]. (9) Given the product [O:1]=[C:2]1[C:3]2[CH:20]=[CH:19][CH:18]=[CH:17][C:4]=2[CH:5]=[CH:6][C@@H:7]2[CH2:12][CH2:11][C@@H:10]([C:13]([OH:15])=[O:14])[CH2:9][N:8]12, predict the reactants needed to synthesize it. The reactants are: [O:1]=[C:2]1[N:8]2[CH2:9][C@H:10]([C:13]([O:15]C)=[O:14])[CH2:11][CH2:12][C@H:7]2[CH:6]=[CH:5][C:4]2[CH:17]=[CH:18][CH:19]=[CH:20][C:3]1=2.[Li+].[OH-].Cl.O. (10) Given the product [F:14][C:11]1[N:12]=[CH:13][C:8]([C:20]2[CH:19]=[C:18]([NH:31][C:32]3[N:37]=[C:36]([C:38]([F:40])([F:41])[F:39])[CH:35]=[CH:34][N:33]=3)[CH:17]=[C:16]([CH3:15])[CH:21]=2)=[CH:9][CH:10]=1, predict the reactants needed to synthesize it. The reactants are: C(=O)([O-])[O-].[Na+].[Na+].Br[C:8]1[CH:9]=[CH:10][C:11]([F:14])=[N:12][CH:13]=1.[CH3:15][C:16]1[CH:17]=[C:18]([NH:31][C:32]2[N:37]=[C:36]([C:38]([F:41])([F:40])[F:39])[CH:35]=[CH:34][N:33]=2)[CH:19]=[C:20](B2OC(C)(C)C(C)(C)O2)[CH:21]=1.